Predict the reaction yield, written as a fraction of the theoretical maximum amount of product (1.0 means a 100% yield; for example, 0.34 means a 34% yield). From a dataset of Reaction yield outcomes from USPTO patents with 853,638 reactions. (1) The reactants are CS([C:5]1[N:6]=[N:7][CH:8]=[C:9]([C:11]2[CH:16]=[CH:15][CH:14]=[C:13]([O:17][CH3:18])[CH:12]=2)[N:10]=1)(=O)=O.[NH3:19].C1COCC1. No catalyst specified. The product is [CH3:18][O:17][C:13]1[CH:12]=[C:11]([C:9]2[N:10]=[C:5]([NH2:19])[N:6]=[N:7][CH:8]=2)[CH:16]=[CH:15][CH:14]=1. The yield is 0.450. (2) The yield is 1.00. The reactants are [N+:1]([C:4]1[CH:13]=[CH:12][C:7]2[NH:8][CH2:9][CH2:10][O:11][C:6]=2[CH:5]=1)([O-:3])=[O:2].[H-].[Na+].Br[CH2:17][C:18]1[CH:19]=[C:20]([CH:25]=[CH:26][CH:27]=1)[C:21]([O:23][CH3:24])=[O:22]. The catalyst is CN(C=O)C. The product is [N+:1]([C:4]1[CH:13]=[CH:12][C:7]2[N:8]([CH2:17][C:18]3[CH:19]=[C:20]([CH:25]=[CH:26][CH:27]=3)[C:21]([O:23][CH3:24])=[O:22])[CH2:9][CH2:10][O:11][C:6]=2[CH:5]=1)([O-:3])=[O:2].